The task is: Predict the reactants needed to synthesize the given product.. This data is from Full USPTO retrosynthesis dataset with 1.9M reactions from patents (1976-2016). Given the product [CH3:1][C:2]1([CH3:25])[CH2:11][CH2:10][C:9]([CH3:12])([CH3:13])[C:8]2[CH:7]=[C:6]([C:14]3[S:18][C:17]([CH:19]4[CH2:24][CH2:23][N:22]([CH2:33][CH2:32][CH2:31][CH2:30][OH:29])[CH2:21][CH2:20]4)=[N:16][N:15]=3)[CH:5]=[CH:4][C:3]1=2, predict the reactants needed to synthesize it. The reactants are: [CH3:1][C:2]1([CH3:25])[CH2:11][CH2:10][C:9]([CH3:13])([CH3:12])[C:8]2[CH:7]=[C:6]([C:14]3[S:18][C:17]([CH:19]4[CH2:24][CH2:23][NH:22][CH2:21][CH2:20]4)=[N:16][N:15]=3)[CH:5]=[CH:4][C:3]1=2.C([O:29][CH2:30][CH2:31][CH2:32][CH2:33]Br)(=O)C.[OH-].[Na+].